From a dataset of Forward reaction prediction with 1.9M reactions from USPTO patents (1976-2016). Predict the product of the given reaction. (1) Given the reactants [C:1]([NH:4][CH2:5][C:6]([O-:8])=[O:7])(=[O:3])[CH3:2].[OH-].[CH2:10]([P+:14]([CH2:23][CH2:24][CH2:25][CH3:26])([CH2:19][CH2:20][CH2:21][CH3:22])[CH2:15][CH2:16][CH2:17][CH3:18])[CH2:11][CH2:12][CH3:13], predict the reaction product. The product is: [C:1]([NH:4][CH2:5][C:6]([O-:8])=[O:7])(=[O:3])[CH3:2].[CH2:23]([P+:14]([CH2:10][CH2:11][CH2:12][CH3:13])([CH2:15][CH2:16][CH2:17][CH3:18])[CH2:19][CH2:20][CH2:21][CH3:22])[CH2:24][CH2:25][CH3:26]. (2) The product is: [Br:15][CH2:13][C:4]1[CH:5]=[CH:6][C:7]([O:8][CH2:9][CH:10]2[CH2:12][CH2:11]2)=[C:2]([Cl:1])[CH:3]=1. Given the reactants [Cl:1][C:2]1[CH:3]=[C:4]([CH2:13]O)[CH:5]=[CH:6][C:7]=1[O:8][CH2:9][CH:10]1[CH2:12][CH2:11]1.[BrH:15], predict the reaction product. (3) Given the reactants C(NC(C)C)(C)C.C([Li])CCC.[C:13]([O:19][CH2:20][CH3:21])(=[O:18])[CH2:14][CH2:15][CH:16]=[CH2:17].[C:22]([Si:26]([O:29][CH2:30][CH2:31][O:32][C:33]1[CH:38]=[CH:37][C:36]([CH2:39]I)=[CH:35][CH:34]=1)([CH3:28])[CH3:27])([CH3:25])([CH3:24])[CH3:23], predict the reaction product. The product is: [Si:26]([O:29][CH2:30][CH2:31][O:32][C:33]1[CH:38]=[CH:37][C:36]([CH2:39][CH:14]([CH2:15][CH:16]=[CH2:17])[C:13]([O:19][CH2:20][CH3:21])=[O:18])=[CH:35][CH:34]=1)([C:22]([CH3:25])([CH3:24])[CH3:23])([CH3:28])[CH3:27]. (4) Given the reactants [N:1]([C:4]1[CH:9]=[CH:8][C:7]([C:10]2([OH:31])[C:18]3[C:13](=[C:14]([F:20])[CH:15]=[CH:16][C:17]=3[F:19])[C:12](=[O:21])[N:11]2[C:22]2[CH:27]=[CH:26][CH:25]=[C:24]([C:28]#[CH:29])[C:23]=2[F:30])=[CH:6][C:5]=1[N+:32]([O-])=O)=[N+]=[N-].O1CCCC1.O.C([O-])=O.[NH4+], predict the reaction product. The product is: [NH2:32][C:5]1[CH:6]=[C:7]([C:10]2([OH:31])[C:18]3[C:13](=[C:14]([F:20])[CH:15]=[CH:16][C:17]=3[F:19])[C:12](=[O:21])[N:11]2[C:22]2[CH:27]=[CH:26][CH:25]=[C:24]([C:28]#[CH:29])[C:23]=2[F:30])[CH:8]=[CH:9][C:4]=1[NH2:1]. (5) Given the reactants [Br:1][C:2]1[CH:21]=[CH:20][C:5]([CH2:6][C:7]2[NH:8][CH:9]=[C:10]([C:12]3[CH:17]=[CH:16][C:15]([Cl:18])=[CH:14][C:13]=3[Cl:19])[N:11]=2)=[CH:4][CH:3]=1.[C:22]([O:26][C:27](=[O:36])[NH:28][C:29]1[CH:34]=[CH:33][CH:32]=[C:31](I)[CH:30]=1)([CH3:25])([CH3:24])[CH3:23], predict the reaction product. The product is: [C:22]([O:26][C:27](=[O:36])[NH:28][C:29]1[CH:30]=[CH:31][CH:32]=[C:33]([N:8]2[CH:9]=[C:10]([C:12]3[CH:17]=[CH:16][C:15]([Cl:18])=[CH:14][C:13]=3[Cl:19])[N:11]=[C:7]2[CH2:6][C:5]2[CH:20]=[CH:21][C:2]([Br:1])=[CH:3][CH:4]=2)[CH:34]=1)([CH3:25])([CH3:23])[CH3:24]. (6) Given the reactants [CH:1]1([C:7]2[CH:12]=[CH:11][C:10]([NH2:13])=[CH:9][CH:8]=2)[CH2:6][CH2:5][CH2:4][CH2:3][CH2:2]1.C(OC([NH:21][CH2:22][CH2:23][CH2:24][CH2:25][C@H:26]([NH:30][C:31]([O:33][CH2:34][CH:35]1[C:47]2[CH:46]=[CH:45][CH:44]=[CH:43][C:42]=2[C:41]2[C:36]1=[CH:37][CH:38]=[CH:39][CH:40]=2)=[O:32])[C:27](O)=[O:28])=O)(C)(C)C, predict the reaction product. The product is: [CH:37]1[C:36]2[CH:35]([CH2:34][O:33][C:31](=[O:32])[NH:30][C@H:26]([C:27](=[O:28])[NH:13][C:10]3[CH:9]=[CH:8][C:7]([CH:1]4[CH2:2][CH2:3][CH2:4][CH2:5][CH2:6]4)=[CH:12][CH:11]=3)[CH2:25][CH2:24][CH2:23][CH2:22][NH2:21])[C:47]3[C:42](=[CH:43][CH:44]=[CH:45][CH:46]=3)[C:41]=2[CH:40]=[CH:39][CH:38]=1. (7) Given the reactants CCN(C(C)C)C(C)C.[OH:10][C:11]1[CH:12]=[CH:13][CH:14]=[C:15]2[C:20]=1[O:19][C:18](=[O:21])[C:17]([C:22]([OH:24])=O)=[CH:16]2.CN(C(ON1N=NC2C=CC=NC1=2)=[N+](C)C)C.F[P-](F)(F)(F)(F)F.[N:49]1[CH:54]=[CH:53][C:52]([C:55]2[CH:56]=[C:57]([CH:59]=[CH:60][CH:61]=2)[NH2:58])=[CH:51][CH:50]=1, predict the reaction product. The product is: [N:49]1[CH:54]=[CH:53][C:52]([C:55]2[CH:56]=[C:57]([NH:58][C:22]([C:17]3[C:18](=[O:21])[O:19][C:20]4[C:15]([CH:16]=3)=[CH:14][CH:13]=[CH:12][C:11]=4[OH:10])=[O:24])[CH:59]=[CH:60][CH:61]=2)=[CH:51][CH:50]=1.